Dataset: Full USPTO retrosynthesis dataset with 1.9M reactions from patents (1976-2016). Task: Predict the reactants needed to synthesize the given product. (1) Given the product [Cl:28][C:25]1[CH:24]=[CH:23][C:22]([CH2:21][N:18]2[CH2:19][CH2:20][C@H:16]([OH:15])[C:17]2=[O:29])=[CH:27][CH:26]=1, predict the reactants needed to synthesize it. The reactants are: Cl.O1CCOCC1.[Si]([O:15][C@H:16]1[CH2:20][CH2:19][N:18]([CH2:21][C:22]2[CH:27]=[CH:26][C:25]([Cl:28])=[CH:24][CH:23]=2)[C:17]1=[O:29])(C(C)(C)C)(C)C. (2) Given the product [N:20]1([CH:14]([NH:8][C:6](=[O:7])[C:5]2[CH:9]=[CH:10][C:2]([Cl:1])=[CH:3][CH:4]=2)[CH2:15][CH3:16])[C:24]2[CH:25]=[CH:26][CH:27]=[CH:28][C:23]=2[N:22]=[N:21]1, predict the reactants needed to synthesize it. The reactants are: [Cl:1][C:2]1[CH:10]=[CH:9][C:5]([C:6]([NH2:8])=[O:7])=[CH:4][CH:3]=1.C(O[CH:14](OCC)[CH2:15][CH3:16])C.[NH:20]1[C:24]2[CH:25]=[CH:26][CH:27]=[CH:28][C:23]=2[N:22]=[N:21]1.C1(C)C=CC(S(O)(=O)=O)=CC=1.